Predict which catalyst facilitates the given reaction. From a dataset of Catalyst prediction with 721,799 reactions and 888 catalyst types from USPTO. (1) Reactant: [C:1]1(=[O:8])[O:7][C:5](=[O:6])[CH2:4][O:3][CH2:2]1.[NH2:9][C@H:10]([C:18]([NH:20][C@H:21]([C:31]([NH:33][C@H:34]([C:42]([NH:44][C@H:45]([C:58]([NH:60][C@H:61]([C:69]([NH:71][C@H:72]([C:82]([NH:84][C@H:85]([C:93]([NH:95][C@H:96]([C:109]([O:111][CH2:112][CH3:113])=[O:110])[CH2:97][CH2:98][CH2:99][CH2:100][NH:101][C:102]([O:104][C:105]([CH3:108])([CH3:107])[CH3:106])=[O:103])=[O:94])[CH2:86][C:87]1[CH:92]=[CH:91][CH:90]=[CH:89][CH:88]=1)=[O:83])[CH2:73][CH2:74][C:75](=[O:81])[O:76][C:77]([CH3:80])([CH3:79])[CH3:78])=[O:70])[CH2:62][C:63]1[CH:68]=[CH:67][CH:66]=[CH:65][CH:64]=1)=[O:59])[CH2:46][CH2:47][CH2:48][CH2:49][NH:50][C:51]([O:53][C:54]([CH3:57])([CH3:56])[CH3:55])=[O:52])=[O:43])[CH2:35][C:36]1[CH:41]=[CH:40][CH:39]=[CH:38][CH:37]=1)=[O:32])[CH2:22][CH2:23][C:24](=[O:30])[O:25][C:26]([CH3:29])([CH3:28])[CH3:27])=[O:19])[CH2:11][C:12]1[CH:17]=[CH:16][CH:15]=[CH:14][CH:13]=1. Product: [C:5]([CH2:4][O:3][CH2:2][C:1]([NH:9][C@H:10]([C:18]([NH:20][C@H:21]([C:31]([NH:33][C@H:34]([C:42]([NH:44][C@H:45]([C:58]([NH:60][C@H:61]([C:69]([NH:71][C@H:72]([C:82]([NH:84][C@H:85]([C:93]([NH:95][C@H:96]([C:109]([O:111][CH2:112][CH3:113])=[O:110])[CH2:97][CH2:98][CH2:99][CH2:100][NH:101][C:102]([O:104][C:105]([CH3:108])([CH3:107])[CH3:106])=[O:103])=[O:94])[CH2:86][C:87]1[CH:92]=[CH:91][CH:90]=[CH:89][CH:88]=1)=[O:83])[CH2:73][CH2:74][C:75](=[O:81])[O:76][C:77]([CH3:80])([CH3:79])[CH3:78])=[O:70])[CH2:62][C:63]1[CH:64]=[CH:65][CH:66]=[CH:67][CH:68]=1)=[O:59])[CH2:46][CH2:47][CH2:48][CH2:49][NH:50][C:51]([O:53][C:54]([CH3:57])([CH3:56])[CH3:55])=[O:52])=[O:43])[CH2:35][C:36]1[CH:37]=[CH:38][CH:39]=[CH:40][CH:41]=1)=[O:32])[CH2:22][CH2:23][C:24](=[O:30])[O:25][C:26]([CH3:29])([CH3:28])[CH3:27])=[O:19])[CH2:11][C:12]1[CH:13]=[CH:14][CH:15]=[CH:16][CH:17]=1)=[O:8])([OH:7])=[O:6]. The catalyst class is: 80. (2) Reactant: [Cl:1][C:2]1[CH:7]=[CH:6][C:5]([CH:8]=[CH:9][C:10]2[O:11][CH:12]=[C:13]([CH2:15][OH:16])[N:14]=2)=[CH:4][CH:3]=1.Cl[C:18]1[N:23]=[CH:22][C:21]([CH2:24][CH2:25][CH2:26][CH2:27][N:28]2[CH:32]=[CH:31][CH:30]=[N:29]2)=[CH:20][N:19]=1.CC(C)([O-])C.[Na+].[NH4+].[Cl-]. The catalyst class is: 56. Product: [N:28]1([CH2:27][CH2:26][CH2:25][CH2:24][C:21]2[CH:22]=[N:23][C:18]([O:16][CH2:15][C:13]3[N:14]=[C:10](/[CH:9]=[CH:8]/[C:5]4[CH:6]=[CH:7][C:2]([Cl:1])=[CH:3][CH:4]=4)[O:11][CH:12]=3)=[N:19][CH:20]=2)[CH:32]=[CH:31][CH:30]=[N:29]1. (3) Reactant: CN(C(ON1N=NC2C=CC=CC1=2)=[N+](C)C)C.[B-](F)(F)(F)F.C(N(CC)CC)C.[O:30]=[C:31]1[N:37]([CH:38]2[CH2:43][CH2:42][N:41]([C:44]([O:46][C@H:47]([CH2:64][C:65]3[CH:70]=[C:69]([C:71]([F:74])([F:73])[F:72])[C:68]([NH2:75])=[C:67]([Cl:76])[CH:66]=3)[C:48]([N:50]3[CH2:55][CH2:54][CH:53]([N:56]4[CH2:60][CH2:59][CH2:58][C@@H:57]4[C:61]([OH:63])=[O:62])[CH2:52][CH2:51]3)=[O:49])=[O:45])[CH2:40][CH2:39]2)[CH2:36][CH2:35][C:34]2[CH:77]=[CH:78][CH:79]=[CH:80][C:33]=2[NH:32]1.O[CH2:82][C:83]([N:85]([CH3:87])[CH3:86])=[O:84]. Product: [O:30]=[C:31]1[N:37]([CH:38]2[CH2:43][CH2:42][N:41]([C:44]([O:46][C@H:47]([CH2:64][C:65]3[CH:70]=[C:69]([C:71]([F:72])([F:74])[F:73])[C:68]([NH2:75])=[C:67]([Cl:76])[CH:66]=3)[C:48]([N:50]3[CH2:51][CH2:52][CH:53]([N:56]4[CH2:60][CH2:59][CH2:58][C@@H:57]4[C:61]([O:63][CH2:82][C:83](=[O:84])[N:85]([CH3:87])[CH3:86])=[O:62])[CH2:54][CH2:55]3)=[O:49])=[O:45])[CH2:40][CH2:39]2)[CH2:36][CH2:35][C:34]2[CH:77]=[CH:78][CH:79]=[CH:80][C:33]=2[NH:32]1. The catalyst class is: 3. (4) Reactant: C(O[C:6]([N:8]1[CH2:13][CH2:12][CH:11]([NH:14][C:15]([C:17]2[C:21]([CH3:22])=[C:20]([C:23]3[CH:28]=[CH:27][C:26]([Cl:29])=[CH:25][CH:24]=3)[N:19]([C:30]3[CH:35]=[CH:34][C:33]([Cl:36])=[CH:32][C:31]=3[Cl:37])[N:18]=2)=[O:16])[CH2:10][CH2:9]1)=[O:7])(C)(C)C.[C:38](OC(=O)C)(=O)C. Product: [C:6]([N:8]1[CH2:9][CH2:10][CH:11]([NH:14][C:15]([C:17]2[C:21]([CH3:22])=[C:20]([C:23]3[CH:28]=[CH:27][C:26]([Cl:29])=[CH:25][CH:24]=3)[N:19]([C:30]3[CH:35]=[CH:34][C:33]([Cl:36])=[CH:32][C:31]=3[Cl:37])[N:18]=2)=[O:16])[CH2:12][CH2:13]1)(=[O:7])[CH3:38]. The catalyst class is: 17.